From a dataset of TAP: 5 developability metrics (CDR length, charge patches, hydrophobicity). Multi-output Regression. Predict 5 antibody developability metrics. (1) The antibody is ["['EVQLVESGGGLVQPGGSLRLSCAASGFNIKDTYIHWVRQAPGKGLEWVARIYPTNGYTRYADSVKGRFTISADTSKNTAYLQMNSLRAEDTAVYYCSRWGGDGFYAMDYWGQGTLVTVSS'\\n 'DIQMTQSPSSLSASVGDRVTITCRASQDVNTAVAWYQQKPGKAPKLLIYSASFLYSGVPSRFSGSRSGTDFTLTISSLQPEDFATYYCQQHYTTPPTFGQGTKVEIK']"]. Developability metrics: CDR_Length=47.0, PSH=102, PPC=0.291, PNC=0.137, SFvCSP=8.20. (2) Developability metrics: CDR_Length=52.0, PSH=149, PPC=1.15, PNC=0.0370, SFvCSP=2.20. The antibody is ["['QVQLVQSGAEVKKPGASVKVSCKASGYTFTSYDINWVRQATGQGLEWMGWMNPNSGNTGYAQKFQGRVTMTRNTSISTAYMELSSLRSEDTAVYYCARDPYYYYYGMDVWGQGTTVTVSS'\\n 'QSVLTQPPSVSAAPGQKVTISCSGSSSNIENNHVSWYQQLPGTAPKLLIYDNNKRPSGIPDRFSGSKSGTSATLGITGLQTGDEADYYCETWDTSLSAGRVFGGGTKLTVL']"]. (3) The antibody is ["['QVQLVQSGAEVKKPGASVKVSCKASGYTFTDYEMHWVRQAPGQGLEWMGALDPKTGDTAYSQKFKGRVTLTADKSTSTAYMELSSLTSEDTAVYYCTRFYSYTYWGQGTLVTVSS'\\n 'DVVMTQSPLSLPVTPGEPASISCRSSQSLVHSNRNTYLHWYLQKPGQSPQLLIYKVSNRFSGVPDRFSGSGSGTDFTLKISRVEAEDVGVYYCSQNTHVPPTFGQGTKLEIK']"]. Developability metrics: CDR_Length=47.0, PSH=119, PPC=0.0974, PNC=0.561, SFvCSP=3.20. (4) The antibody is ["['QVQLVQSGAEVVKPGASVKISCKASGYTFTGYFMNWVKQSPGQSLEWIGRIHPYDGDTFYNQKFQGKATLTVDKSSNTAHMELLSLTSEDFAVYYCTRYDGSRAMDYWGQGTTVTVSS'\\n 'DIVLTQSPLSLAVSLGQPAIISCKASQSVSFAGTSLMHWYHQKPGQQPRLLIYRASNLEAGVPDRFSGSGSKTDFTLTISPVEAEDAATYYCQQSREYPYTFGGGTKLEIK']"]. Developability metrics: CDR_Length=49.0, PSH=135, PPC=0.130, PNC=0.338, SFvCSP=1.32. (5) The antibody is ["['EVQLVESGGGLVQPGGSLRLSCAASGFDFSRYWMSWVRQAPGKGLEWIGEINPDSSTINYAPSLKDKFIISRDNAKNSLYLQMNSLRAEDTAVYYCARPDGNYWYFDVWGQGTLVTVSS'\\n 'DIQMTQSPSSLSASVGDRVTITCKASQDVGIAVAWYQQKPGKVPKLLIYWASTRHTGVPDRFSGSGSGTDFTLTISSLQPEDVATYYCQQYSSYPYTFGQGTKVEIK']"]. Developability metrics: CDR_Length=46.0, PSH=115, PPC=0.159, PNC=0, SFvCSP=-2.10. (6) The antibody is ["['EVQLVQSGAEVKKPGESLKISCKGSGYSFTGYNMNWVRQMPGKGLEWMGNIDPYYGGTTYNRKFKGQVTISADKSISTAYLQWSSLKASDTAMYYCARSVGPFDSWGQGTLVTVSS'\\n 'EIVLTQSPATLSLSPGERATLSCRASENVYSYLAWYQQKPGQAPRLLIYFAKTLAEGIPARFSGSGSGTDFTLTISSLEPEDFAVYYCQHHSDNPWTFGQGTKVEIK']"]. Developability metrics: CDR_Length=43.0, PSH=89.6, PPC=0, PNC=0.208, SFvCSP=0. (7) The antibody is ["['QVTLRESGPALVKPTQTLTLTCTFSGFSLSTAGMSVGWIRQPPGKALEWLADIWWDDKKHYNPSLKDRLTISKDTSKNQVVLKVTNMDPADTATYYCARDMIFNFYFDVWGQGTTVTVSS'\\n 'DIQMTQSPSTLSASVGDRVTITCSASSRVGYMHWYQQKPGKAPKLLIYDTSKLASGVPSRFSGSGSGTEFTLTISSLQPDDFATYYCFQGSGYPFTFGGGTKVEIK']"]. Developability metrics: CDR_Length=46.0, PSH=130, PPC=1.26, PNC=1.18, SFvCSP=12.4.